From a dataset of Catalyst prediction with 721,799 reactions and 888 catalyst types from USPTO. Predict which catalyst facilitates the given reaction. (1) Reactant: Cl[C:2](=[CH2:5])[C:3]#[N:4].[CH2:6]([O:13][N:14]1[C:20](=[O:21])[N:19]2[CH2:22][C@H:15]1[CH2:16][CH2:17][C@H:18]2[C:23](Cl)=[N:24][OH:25])[C:7]1[CH:12]=[CH:11][CH:10]=[CH:9][CH:8]=1. Product: [CH2:6]([O:13][N:14]1[C:20](=[O:21])[N:19]2[CH2:22][C@H:15]1[CH2:16][CH2:17][C@H:18]2[C:23]1[CH:5]=[C:2]([C:3]#[N:4])[O:25][N:24]=1)[C:7]1[CH:12]=[CH:11][CH:10]=[CH:9][CH:8]=1. The catalyst class is: 2. (2) Reactant: [OH:1][C:2]1[CH:3]=[C:4]([CH:7]=[CH:8][CH:9]=1)[CH:5]=[O:6].Cl[CH2:11][C:12]([NH2:14])=[O:13].C(=O)([O-])[O-].[K+].[K+]. Product: [NH2:14][C:12]([CH2:11][O:1][C:2]1[CH:3]=[C:4]([CH:7]=[CH:8][CH:9]=1)[CH:5]=[O:6])=[O:13]. The catalyst class is: 9. (3) Reactant: [OH-].[Li+].[CH3:3][O:4][CH2:5][CH2:6][O:7][CH2:8][C:9]1[CH:14]=[CH:13][C:12]([C@@H:15]2[C@@H:20]([O:21][CH2:22][C:23]3[CH:24]=[CH:25][C:26]4[O:31][CH2:30][CH2:29][N:28]([CH2:32][CH2:33][CH2:34][O:35][CH3:36])[C:27]=4[CH:37]=3)[CH2:19][N:18]([S:38]([C:41]3[CH:46]=[CH:45][C:44]([CH3:47])=[CH:43][CH:42]=3)(=[O:40])=[O:39])[CH2:17][C@H:16]2[O:48][CH2:49][C:50]([O:52]C)=[O:51])=[CH:11][CH:10]=1.Cl. Product: [CH3:3][O:4][CH2:5][CH2:6][O:7][CH2:8][C:9]1[CH:10]=[CH:11][C:12]([C@@H:15]2[C@@H:20]([O:21][CH2:22][C:23]3[CH:24]=[CH:25][C:26]4[O:31][CH2:30][CH2:29][N:28]([CH2:32][CH2:33][CH2:34][O:35][CH3:36])[C:27]=4[CH:37]=3)[CH2:19][N:18]([S:38]([C:41]3[CH:46]=[CH:45][C:44]([CH3:47])=[CH:43][CH:42]=3)(=[O:40])=[O:39])[CH2:17][C@H:16]2[O:48][CH2:49][C:50]([OH:52])=[O:51])=[CH:13][CH:14]=1. The catalyst class is: 7. (4) Reactant: [Al+3].[Cl-].[Cl-].[Cl-].[F:5][C:6]1[CH:11]=[CH:10][CH:9]=[CH:8][CH:7]=1.[C:12]1(=[O:19])[O:18][C:16](=[O:17])[CH2:15][CH2:14][CH2:13]1. Product: [F:5][C:6]1[CH:11]=[CH:10][C:9]([C:12]([CH2:13][CH2:14][CH2:15][C:16]([OH:18])=[O:17])=[O:19])=[CH:8][CH:7]=1. The catalyst class is: 33. (5) Reactant: [F:1][CH:2]([F:13])[C:3]1[C:4]([CH3:12])=[C:5]([N+:9]([O-])=O)[CH:6]=[CH:7][CH:8]=1. Product: [F:1][CH:2]([F:13])[C:3]1[C:4]([CH3:12])=[C:5]([NH2:9])[CH:6]=[CH:7][CH:8]=1. The catalyst class is: 5. (6) Reactant: [CH:1]1([CH:7]([NH:21][C:22]2[CH:27]=[CH:26][C:25]([C:28]([NH:30][CH2:31][CH2:32][C:33]([O:35]CC)=[O:34])=[O:29])=[CH:24][CH:23]=2)[C:8]2[O:9][C:10]3[CH:19]=[CH:18][C:17]([F:20])=[CH:16][C:11]=3[C:12]=2[CH2:13][O:14][CH3:15])[CH2:6][CH2:5][CH2:4][CH2:3][CH2:2]1.O1CCCC1.[OH-].[Na+]. Product: [CH:1]1([CH:7]([NH:21][C:22]2[CH:23]=[CH:24][C:25]([C:28]([NH:30][CH2:31][CH2:32][C:33]([OH:35])=[O:34])=[O:29])=[CH:26][CH:27]=2)[C:8]2[O:9][C:10]3[CH:19]=[CH:18][C:17]([F:20])=[CH:16][C:11]=3[C:12]=2[CH2:13][O:14][CH3:15])[CH2:6][CH2:5][CH2:4][CH2:3][CH2:2]1. The catalyst class is: 8. (7) Reactant: [C:1]([C:5]1[CH:10]=[CH:9][C:8]([S:11](Cl)(=[O:13])=[O:12])=[CH:7][CH:6]=1)([CH3:4])([CH3:3])[CH3:2].[CH3:15][C:16]1[CH:20]=[C:19]([NH2:21])[N:18]([C:22]2[C:31]3[C:26](=[CH:27][CH:28]=[CH:29][CH:30]=3)[N:25]=[CH:24][N:23]=2)[N:17]=1.ClCCl. Product: [C:1]([C:5]1[CH:10]=[CH:9][C:8]([S:11]([NH:21][C:19]2[N:18]([C:22]3[C:31]4[C:26](=[CH:27][CH:28]=[CH:29][CH:30]=4)[N:25]=[CH:24][N:23]=3)[N:17]=[C:16]([CH3:15])[CH:20]=2)(=[O:13])=[O:12])=[CH:7][CH:6]=1)([CH3:4])([CH3:3])[CH3:2]. The catalyst class is: 17.